Dataset: Catalyst prediction with 721,799 reactions and 888 catalyst types from USPTO. Task: Predict which catalyst facilitates the given reaction. (1) Reactant: Cl[C:2]1[C:11]2[C:6](=[CH:7][CH:8]=[CH:9][CH:10]=2)[N:5]=[CH:4][C:3]=1[N:12]=[CH:13][N:14](C)C.Cl.[CH:18]([O:21]N)([CH3:20])[CH3:19].C(N(CC)CC)C.C1(C)C=CC=CC=1. Product: [CH:18]([O:21][N:14]1[C:2]2[C:11]3[CH:10]=[CH:9][CH:8]=[CH:7][C:6]=3[N:5]=[CH:4][C:3]=2[N:12]=[CH:13]1)([CH3:20])[CH3:19]. The catalyst class is: 8. (2) Reactant: [OH:1][CH2:2][C:3]1([CH2:15][OH:16])[CH2:9][CH2:8][S:7][C:6]2[CH:10]=[CH:11][CH:12]=[CH:13][C:5]=2[C:4]1=[O:14].C(N(CC)CC)C.[CH:24]1([N:30]=[C:31]=[O:32])[CH2:29][CH2:28][CH2:27][CH2:26][CH2:25]1. Product: [OH:16][CH2:15][C:3]1([CH2:2][O:1][C:31](=[O:32])[NH:30][CH:24]2[CH2:29][CH2:28][CH2:27][CH2:26][CH2:25]2)[CH2:9][CH2:8][S:7][C:6]2[CH:10]=[CH:11][CH:12]=[CH:13][C:5]=2[C:4]1=[O:14]. The catalyst class is: 7. (3) Reactant: [H-].[Na+].[CH3:3][CH:4]([CH2:6][CH2:7][CH2:8][C@H:9]([C@@H:11]1[C@:29]2([CH3:30])[C@H:14]([C@H:15]3[C@H:26]([CH2:27][CH2:28]2)[C@:24]2([CH3:25])[C:18]([CH2:19][C@H:20]([CH2:22][CH2:23]2)[OH:21])=[CH:17][CH2:16]3)[CH2:13][CH2:12]1)[CH3:10])[CH3:5].Br[CH2:32][C:33]([O:35][C:36]([CH3:39])([CH3:38])[CH3:37])=[O:34].O. Product: [CH3:5][CH:4]([CH2:6][CH2:7][CH2:8][C@H:9]([C@@H:11]1[C@:29]2([CH3:30])[C@H:14]([C@H:15]3[C@H:26]([CH2:27][CH2:28]2)[C@:24]2([CH3:25])[C:18]([CH2:19][C@@H:20]([O:21][CH2:32][C:33]([O:35][C:36]([CH3:39])([CH3:38])[CH3:37])=[O:34])[CH2:22][CH2:23]2)=[CH:17][CH2:16]3)[CH2:13][CH2:12]1)[CH3:10])[CH3:3]. The catalyst class is: 305. (4) Reactant: [Li+].[OH-].[CH3:3][O:4][C:5]1[CH:10]=[CH:9][C:8]([C:11]2[CH:16]=[CH:15][C:14]([C:17]([O:19]C)=[O:18])=[C:13]([N+:21]([O-:23])=[O:22])[CH:12]=2)=[CH:7][CH:6]=1.Cl.C(OCC)(=O)C. Product: [CH3:3][O:4][C:5]1[CH:6]=[CH:7][C:8]([C:11]2[CH:16]=[CH:15][C:14]([C:17]([OH:19])=[O:18])=[C:13]([N+:21]([O-:23])=[O:22])[CH:12]=2)=[CH:9][CH:10]=1. The catalyst class is: 776. (5) Reactant: Cl.C(OC([NH:9][CH2:10][C@H:11]1[CH2:16][CH2:15][C@H:14]([C:17]([NH:19][C@H:20]([C:52]([NH:54][C:55]2[CH:60]=[CH:59][C:58]([C:61]3[NH:62][C:63]([Cl:66])=[N:64][N:65]=3)=[CH:57][CH:56]=2)=[O:53])[CH2:21][C:22]2[CH:23]=[C:24]([C:28]3[CH:33]=[CH:32][C:31]([S:34]([NH:37][CH:38]4[CH2:43][CH2:42][N:41](C(OC(C)(C)C)=O)[CH2:40][CH2:39]4)(=[O:36])=[O:35])=[CH:30][C:29]=3[CH3:51])[CH:25]=[CH:26][CH:27]=2)=[O:18])[CH2:13][CH2:12]1)=O)(C)(C)C.C(#N)C. Product: [ClH:66].[NH2:9][CH2:10][C@H:11]1[CH2:12][CH2:13][C@H:14]([C:17]([NH:19][C@@H:20]([CH2:21][C:22]2[CH:23]=[C:24]([C:28]3[CH:33]=[CH:32][C:31]([S:34](=[O:36])(=[O:35])[NH:37][CH:38]4[CH2:43][CH2:42][NH:41][CH2:40][CH2:39]4)=[CH:30][C:29]=3[CH3:51])[CH:25]=[CH:26][CH:27]=2)[C:52]([NH:54][C:55]2[CH:56]=[CH:57][C:58]([C:61]3[NH:62][C:63]([Cl:66])=[N:64][N:65]=3)=[CH:59][CH:60]=2)=[O:53])=[O:18])[CH2:15][CH2:16]1. The catalyst class is: 12.